The task is: Predict the reaction yield, written as a fraction of the theoretical maximum amount of product (1.0 means a 100% yield; for example, 0.34 means a 34% yield).. This data is from Reaction yield outcomes from USPTO patents with 853,638 reactions. (1) The reactants are [Br:1][C:2]1[C:6]([CH:7]=[O:8])=[C:5]([Br:9])[NH:4][N:3]=1.C(=O)([O-])[O-].[K+].[K+].[CH3:16][O:17][C:18]1[CH:25]=[CH:24][C:21]([CH2:22]Br)=[CH:20][CH:19]=1. The catalyst is CN(C)C=O. The product is [Br:1][C:2]1[C:6]([CH:7]=[O:8])=[C:5]([Br:9])[N:4]([CH2:22][C:21]2[CH:24]=[CH:25][C:18]([O:17][CH3:16])=[CH:19][CH:20]=2)[N:3]=1. The yield is 0.920. (2) The reactants are [C:1]([O:5][C:6]([N:8]1[CH2:13][CH:12]2[C@H:10]([CH2:11]2)[CH:9]1[C:14]([OH:16])=O)=[O:7])([CH3:4])([CH3:3])[CH3:2].[NH2:17][CH2:18][C:19]([C:21]1[CH:26]=[CH:25][C:24]([C:27]2[CH:32]=[CH:31][C:30]([C:33]3[NH:37][C:36]([C@@H:38]4[CH2:50][N:48]5[C:49]6[CH:41]([C@@H:42]([NH:51][C:52](=[O:55])[O:53][CH3:54])[CH2:43][CH2:44][C:45]=6[CH:46]=[CH:47]5)[C:40](=[O:56])[CH2:39]4)=[N:35][CH:34]=3)=[CH:29][CH:28]=2)=[CH:23][CH:22]=1)=[O:20].CCN(C(C)C)C(C)C.CN(C(ON1N=NC2C=CC=NC1=2)=[N+](C)C)C.F[P-](F)(F)(F)(F)F. The catalyst is CCOC(C)=O.CN(C=O)C. The product is [C:1]([O:5][C:6]([N:8]1[CH2:13][CH:12]2[C@H:10]([CH2:11]2)[CH:9]1[C:14](=[O:16])[NH:17][CH2:18][C:19]([C:21]1[CH:22]=[CH:23][C:24]([C:27]2[CH:32]=[CH:31][C:30]([C:33]3[NH:37][C:36]([C@@H:38]4[CH2:50][N:48]5[C:49]6[CH:41]([C@@H:42]([NH:51][C:52]([O:53][CH3:54])=[O:55])[CH2:43][CH2:44][C:45]=6[CH:46]=[CH:47]5)[C:40](=[O:56])[CH2:39]4)=[N:35][CH:34]=3)=[CH:29][CH:28]=2)=[CH:25][CH:26]=1)=[O:20])=[O:7])([CH3:2])([CH3:3])[CH3:4]. The yield is 0.617. (3) The reactants are Br/[CH:2]=[C:3]1/[C:4]2[CH:17]=[CH:16][C:15]([F:18])=[CH:14][C:5]=2[O:6][CH2:7][C:8]2[CH:13]=[CH:12][CH:11]=[CH:10][C:9]/1=2.[B:19]1([B:19]2[O:23][C:22]([CH3:25])([CH3:24])[C:21]([CH3:27])([CH3:26])[O:20]2)[O:23][C:22]([CH3:25])([CH3:24])[C:21]([CH3:27])([CH3:26])[O:20]1.C([O-])(=O)C.[K+]. The catalyst is O1CCOCC1.ClCCl.[Pd+2].ClC1C=C[C-](P(C2C=CC=CC=2)C2C=CC=CC=2)C=1Cl.[C-]1(P(C2C=CC=CC=2)C2C=CC=CC=2)C=CC=C1.[Fe+2]. The product is [F:18][C:15]1[CH:16]=[CH:17][C:4]2=[C:5]([CH:14]=1)[O:6][CH2:7][C:8]1[CH:13]=[CH:12][CH:11]=[CH:10][C:9]=1/[C:3]/2=[CH:2]\[B:19]1[O:23][C:22]([CH3:25])([CH3:24])[C:21]([CH3:27])([CH3:26])[O:20]1. The yield is 0.420.